Task: Predict the reactants needed to synthesize the given product.. Dataset: Full USPTO retrosynthesis dataset with 1.9M reactions from patents (1976-2016) (1) The reactants are: [C:1]([NH:5][C:6]1[N:15]([CH2:16][CH2:17][O:18][CH2:19][CH2:20][O:21][CH3:22])[C:14](=[O:23])[C:13]2[C:8](=[C:9](I)[CH:10]=[CH:11][CH:12]=2)[N:7]=1)([CH3:4])([CH3:3])[CH3:2].[CH3:25][C@@H:26]1[C:30]2[NH:31][C:32](B3OC(C)(C)C(C)(C)O3)=[CH:33][C:29]=2[C:28](=[O:43])[NH:27]1. Given the product [C:1]([NH:5][C:6]1[N:15]([CH2:16][CH2:17][O:18][CH2:19][CH2:20][O:21][CH3:22])[C:14](=[O:23])[C:13]2[C:8](=[C:9]([C:32]3[NH:31][C:30]4[C@@H:26]([CH3:25])[NH:27][C:28](=[O:43])[C:29]=4[CH:33]=3)[CH:10]=[CH:11][CH:12]=2)[N:7]=1)([CH3:4])([CH3:3])[CH3:2], predict the reactants needed to synthesize it. (2) Given the product [F:1][C:2]1[CH:3]=[C:4]([C:5]2[NH:29][N:28]=[N:27][N:6]=2)[CH:7]=[CH:8][C:9]=1[N:10]1[CH2:11][CH2:12][N:13]([C:16]2[NH:17][C:18](=[O:26])[C:19]3[CH:24]=[N:23][N:22]([CH3:25])[C:20]=3[N:21]=2)[CH2:14][CH2:15]1, predict the reactants needed to synthesize it. The reactants are: [F:1][C:2]1[CH:3]=[C:4]([CH:7]=[CH:8][C:9]=1[N:10]1[CH2:15][CH2:14][N:13]([C:16]2[NH:17][C:18](=[O:26])[C:19]3[CH:24]=[N:23][N:22]([CH3:25])[C:20]=3[N:21]=2)[CH2:12][CH2:11]1)[C:5]#[N:6].[N-:27]=[N+:28]=[N-:29].[Na+].[Cl-].[NH4+].